Predict the product of the given reaction. From a dataset of Forward reaction prediction with 1.9M reactions from USPTO patents (1976-2016). (1) The product is: [Cl:1][C:2]1[C:3]([O:12][C:13]2[CH:18]=[C:17]([O:19][CH:20]([CH3:21])[CH3:22])[CH:16]=[CH:15][C:14]=2[CH2:23][CH2:24][CH2:25][O:26][C:31]2[CH:32]=[C:33]([CH2:34][CH2:35][C:36]([OH:38])=[O:37])[N:29]([CH2:27][CH3:28])[N:30]=2)=[N:4][CH:5]=[C:6]([C:8]([F:11])([F:10])[F:9])[CH:7]=1. Given the reactants [Cl:1][C:2]1[C:3]([O:12][C:13]2[CH:18]=[C:17]([O:19][CH:20]([CH3:22])[CH3:21])[CH:16]=[CH:15][C:14]=2[CH2:23][CH2:24][CH2:25][OH:26])=[N:4][CH:5]=[C:6]([C:8]([F:11])([F:10])[F:9])[CH:7]=1.[CH2:27]([N:29]1[C:33]([CH2:34][CH2:35][C:36]([O:38]CC)=[O:37])=[CH:32][C:31](O)=[N:30]1)[CH3:28].C(P(CCCC)CCCC)CCC.N(C(N1CCCCC1)=O)=NC(N1CCCCC1)=O.O1CCCC1CO.[OH-].[Na+].Cl, predict the reaction product. (2) Given the reactants [OH:1][C@@H:2]1[CH2:6][CH2:5][N:4]([CH2:7][CH2:8][C:9]2[NH:10][C:11](=[O:20])[C:12]3[C:17]([CH:18]=2)=[C:16]([CH3:19])[CH:15]=[CH:14][CH:13]=3)[CH2:3]1.[ClH:21], predict the reaction product. The product is: [ClH:21].[OH:1][C@@H:2]1[CH2:6][CH2:5][N:4]([CH2:7][CH2:8][C:9]2[NH:10][C:11](=[O:20])[C:12]3[C:17]([CH:18]=2)=[C:16]([CH3:19])[CH:15]=[CH:14][CH:13]=3)[CH2:3]1. (3) Given the reactants Br[C:2]1[CH:3]=[C:4]([CH:18]=[C:19]([Cl:21])[CH:20]=1)[CH2:5][O:6][C:7]1[CH:12]=[CH:11][CH:10]=[CH:9][C:8]=1[CH2:13][C:14]([O:16][CH3:17])=[O:15].[CH3:22][N:23]1[CH:27]=[C:26](B2OC(C)(C)C(C)(C)O2)[CH:25]=[N:24]1.C(Cl)Cl.C([O-])([O-])=O.[Na+].[Na+], predict the reaction product. The product is: [Cl:21][C:19]1[CH:18]=[C:4]([CH:3]=[C:2]([C:26]2[CH:25]=[N:24][N:23]([CH3:22])[CH:27]=2)[CH:20]=1)[CH2:5][O:6][C:7]1[CH:12]=[CH:11][CH:10]=[CH:9][C:8]=1[CH2:13][C:14]([O:16][CH3:17])=[O:15]. (4) Given the reactants [F:1][C:2]([F:32])([F:31])[C:3]1[CH:8]=[CH:7][C:6]([C:9]2[C:10]([C:15]([NH:17][C:18]3[CH:27]=[C:26]4[C:21]([CH:22]=[C:23]([C:28]([OH:30])=O)[CH:24]=[N:25]4)=[CH:20][CH:19]=3)=[O:16])=[CH:11][CH:12]=[CH:13][CH:14]=2)=[CH:5][CH:4]=1.[NH2:33][C:34]([C:37]1[CH:42]=[CH:41][CH:40]=[CH:39][CH:38]=1)([CH3:36])[CH3:35].Cl.CN(C)CCCN=C=NCC.ON1C2C=CC=CC=2N=N1.C(N(CC)CC)C, predict the reaction product. The product is: [CH3:35][C:34]([NH:33][C:28]([C:23]1[CH:24]=[N:25][C:26]2[C:21]([CH:22]=1)=[CH:20][CH:19]=[C:18]([NH:17][C:15]([C:10]1[C:9]([C:6]3[CH:7]=[CH:8][C:3]([C:2]([F:1])([F:31])[F:32])=[CH:4][CH:5]=3)=[CH:14][CH:13]=[CH:12][CH:11]=1)=[O:16])[CH:27]=2)=[O:30])([C:37]1[CH:42]=[CH:41][CH:40]=[CH:39][CH:38]=1)[CH3:36]. (5) Given the reactants [NH2:1][C:2]1[S:6][C:5]2[CH2:7][CH2:8][CH2:9][CH2:10][C:4]=2[C:3]=1[C:11]([C:13]1[O:14][C:15]2[CH:21]=[CH:20][CH:19]=[CH:18][C:16]=2[CH:17]=1)=O.[C:22]([O:29][CH3:30])(=[O:28])[CH2:23][CH2:24][C:25]([CH3:27])=O.Cl[Si](C)(C)C, predict the reaction product. The product is: [CH3:30][O:29][C:22](=[O:28])[CH2:23][C:24]1[C:11]([C:13]2[O:14][C:15]3[CH:21]=[CH:20][CH:19]=[CH:18][C:16]=3[CH:17]=2)=[C:3]2[C:4]3[CH2:10][CH2:9][CH2:8][CH2:7][C:5]=3[S:6][C:2]2=[N:1][C:25]=1[CH3:27]. (6) Given the reactants Br[C:2]1[NH:3][CH:4]=[C:5]([N+:7]([O-:9])=[O:8])[CH:6]=1.[F:10][C:11]1[CH:16]=[CH:15][C:14](B(O)O)=[CH:13][CH:12]=1, predict the reaction product. The product is: [F:10][C:11]1[CH:16]=[CH:15][C:14]([C:2]2[NH:3][CH:4]=[C:5]([N+:7]([O-:9])=[O:8])[CH:6]=2)=[CH:13][CH:12]=1. (7) Given the reactants [C:1]([O:5][C:6]([N:8]1[CH2:13][CH:12]=[C:11]([N:14]([C:24](=[O:34])[C:25]2[CH:30]=[C:29]([Cl:31])[CH:28]=[C:27]([Cl:32])[C:26]=2I)[CH2:15][C:16]2[CH:21]=[CH:20][C:19]([O:22][CH3:23])=[CH:18][CH:17]=2)[CH2:10][CH2:9]1)=[O:7])([CH3:4])([CH3:3])[CH3:2].C1C=CC(P(C2C=CC=CC=2)C2C=CC=CC=2)=CC=1.C([O-])([O-])=O.[K+].[K+], predict the reaction product. The product is: [Cl:32][C:27]1[CH:26]=[C:25]2[C:30](=[C:29]([Cl:31])[CH:28]=1)[C:11]1([CH:12]=[CH:13][N:8]([C:6]([O:5][C:1]([CH3:4])([CH3:3])[CH3:2])=[O:7])[CH2:9][CH2:10]1)[N:14]([CH2:15][C:16]1[CH:21]=[CH:20][C:19]([O:22][CH3:23])=[CH:18][CH:17]=1)[C:24]2=[O:34]. (8) Given the reactants [NH2:1][C:2]1[N:6]([CH2:7][C:8]2[CH:13]=[CH:12][CH:11]=[CH:10][CH:9]=2)[N:5]=[C:4]([OH:14])[C:3]=1[C:15]1[CH:23]=[CH:22][C:18]2[O:19][CH2:20][O:21][C:17]=2[CH:16]=1.C(=O)([O-])[O-].[Cs+].[Cs+].[C:30]([O:33][CH2:34][CH2:35]Br)(=[O:32])[CH3:31], predict the reaction product. The product is: [C:30]([O:33][CH2:34][CH2:35][O:14][C:4]1[C:3]([C:15]2[CH:23]=[CH:22][C:18]3[O:19][CH2:20][O:21][C:17]=3[CH:16]=2)=[C:2]([NH2:1])[N:6]([CH2:7][C:8]2[CH:13]=[CH:12][CH:11]=[CH:10][CH:9]=2)[N:5]=1)(=[O:32])[CH3:31]. (9) Given the reactants [Br:1][C:2]1[CH:3]=[CH:4][C:5](=[N:8][S:9]([C:12]2[CH:17]=[CH:16][C:15]([CH3:18])=[CH:14][CH:13]=2)(=[O:11])=[O:10])[NH:6][CH:7]=1.CCN(C(C)C)C(C)C.I[CH2:29][C:30]([NH2:32])=[O:31].O, predict the reaction product. The product is: [Br:1][C:2]1[CH:3]=[CH:4][CH:5]([NH:8][S:9]([C:12]2[CH:17]=[CH:16][C:15]([CH3:18])=[CH:14][CH:13]=2)(=[O:11])=[O:10])[N:6]([CH2:29][C:30]([NH2:32])=[O:31])[CH:7]=1.